Dataset: Peptide-MHC class II binding affinity with 134,281 pairs from IEDB. Task: Regression. Given a peptide amino acid sequence and an MHC pseudo amino acid sequence, predict their binding affinity value. This is MHC class II binding data. (1) The peptide sequence is AFKVAATPANAAPAN. The MHC is DRB1_0401 with pseudo-sequence DRB1_0401. The binding affinity (normalized) is 0.797. (2) The peptide sequence is SSYAATEVANAAAAS. The MHC is DRB1_0301 with pseudo-sequence DRB1_0301. The binding affinity (normalized) is 0.0744. (3) The peptide sequence is IVDMKILNHLIHKQN. The binding affinity (normalized) is 0.167. The MHC is DRB3_0202 with pseudo-sequence DRB3_0202. (4) The peptide sequence is DIDCWCYGVENVRVA. The MHC is DRB1_0801 with pseudo-sequence DRB1_0801. The binding affinity (normalized) is 0.433. (5) The peptide sequence is VLTLGAAMVEIALGGKK. The MHC is DRB4_0103 with pseudo-sequence DRB4_0103. The binding affinity (normalized) is 0.418. (6) The peptide sequence is HGSEPCIIHRGKPFQLEAV. The MHC is HLA-DQA10501-DQB10301 with pseudo-sequence HLA-DQA10501-DQB10301. The binding affinity (normalized) is 0.746. (7) The peptide sequence is DENPVVHFFKNIVTPRTPPP. The MHC is DRB1_1501 with pseudo-sequence DRB1_1501. The binding affinity (normalized) is 0.891. (8) The peptide sequence is DALLSQVHPRSVLIE. The MHC is DRB1_0101 with pseudo-sequence DRB1_0101. The binding affinity (normalized) is 0.706. (9) The peptide sequence is YDKFDANVSTVLTGK. The MHC is DRB1_0405 with pseudo-sequence DRB1_0405. The binding affinity (normalized) is 0.159.